This data is from B-cell epitopes from IEDB database with 3,159 antigens for binding position prediction. The task is: Token-level Classification. Given an antigen amino acid sequence, predict which amino acid positions are active epitope sites capable of antibody binding. Output is a list of indices for active positions. Given the antigen sequence: MAHFPGFGQSLLFGYPVYVFGDCVQGDWCPISGGLCSARLHRHALLATCPEHQITWDPIDGRVIGSALQFLIPRLPSFPTQRTSKTLKVLTPPITHTTPNIPPSFLQAMRKYSPFRNGYMEPTLGQHLPTLSFPDPGLRPQNLYTLWGGSVVCMYLYQLSPPITWPLLPHVIFCHPGQLGAFLTNVPYKRIEELLYKISLTTGALIILPEDCLPTTLFQPARAPVTLTAWQNGLLPFHSTLTTPGLIWTFTDGTPMISGPCPKDGQPSLVLQSSSFIFHKFQTKAYHPSFLLSHGLIQYSSFHSLHLLFEEYTNIPISLLFNEKEADDNDHEPQISPGGLEPPSEKHFRETEV, which amino acid positions are active epitope sites? The epitope positions are: [331, 332, 333, 334, 335, 336, 337, 338, 339, 340, 341, 342, 343, 344, 345, 346, 347, 348, 349, 350... (22 total positions)]. The amino acids at these positions are: EPQISPGGLEPPSEKHFRETEV.